Dataset: Forward reaction prediction with 1.9M reactions from USPTO patents (1976-2016). Task: Predict the product of the given reaction. (1) The product is: [Cl:19][C:16]1[CH:17]=[CH:18][C:13]([C@H:11]2[CH2:12][NH:8][CH2:9][C@@H:10]2[C@@H:21]([O:23][C:24]2[CH:31]=[CH:30][C:27]([C:28]#[N:29])=[CH:26][N:25]=2)[CH3:22])=[CH:14][C:15]=1[F:20]. Given the reactants C([N:8]1[CH2:12][C@H:11]([C:13]2[CH:18]=[CH:17][C:16]([Cl:19])=[C:15]([F:20])[CH:14]=2)[C@@H:10]([C@@H:21]([O:23][C:24]2[CH:31]=[CH:30][C:27]([C:28]#[N:29])=[CH:26][N:25]=2)[CH3:22])[CH2:9]1)C1C=CC=CC=1.ClC(OC(Cl)C)=O.CCN(C(C)C)C(C)C, predict the reaction product. (2) Given the reactants [CH2:1]([N:3]1[CH2:8][CH2:7][N:6]([C:9]2[CH:14]=[CH:13][C:12]([N+:15]([O-])=O)=[CH:11][CH:10]=2)[CH2:5][CH2:4]1)[CH3:2], predict the reaction product. The product is: [CH2:1]([N:3]1[CH2:4][CH2:5][N:6]([C:9]2[CH:14]=[CH:13][C:12]([NH2:15])=[CH:11][CH:10]=2)[CH2:7][CH2:8]1)[CH3:2]. (3) The product is: [CH:12]1([CH2:11][CH2:10][CH2:9][C@@H:8]([C:18]2[O:22][N:21]=[C:20]([C:23]([N:25]3[CH2:26][CH:27]([C:29]([O:31][CH3:32])=[O:30])[CH2:28]3)=[O:24])[N:19]=2)[CH2:7][C:6]([OH:33])=[O:5])[CH2:17][CH2:16][CH2:15][CH2:14][CH2:13]1. Given the reactants C([O:5][C:6](=[O:33])[CH2:7][C@H:8]([C:18]1[O:22][N:21]=[C:20]([C:23]([N:25]2[CH2:28][CH:27]([C:29]([O:31][CH3:32])=[O:30])[CH2:26]2)=[O:24])[N:19]=1)[CH2:9][CH2:10][CH2:11][CH:12]1[CH2:17][CH2:16][CH2:15][CH2:14][CH2:13]1)(C)(C)C.FC(F)(F)C(O)=O, predict the reaction product. (4) Given the reactants F[C:2]1[N:7]2[CH:8]=[C:9]([CH2:11][N:12]([CH3:23])[CH:13]3[C:22]4[N:21]=[CH:20][CH:19]=[CH:18][C:17]=4[CH2:16][CH2:15][CH2:14]3)[N:10]=[C:6]2[CH:5]=[CH:4][CH:3]=1.[CH3:24][N:25]1[CH2:30][CH2:29][CH:28]([NH:31][CH3:32])[CH2:27][CH2:26]1, predict the reaction product. The product is: [CH3:23][N:12]([CH2:11][C:9]1[N:10]=[C:6]2[CH:5]=[CH:4][CH:3]=[C:2]([N:31]([CH3:32])[CH:28]3[CH2:29][CH2:30][N:25]([CH3:24])[CH2:26][CH2:27]3)[N:7]2[CH:8]=1)[CH:13]1[C:22]2[N:21]=[CH:20][CH:19]=[CH:18][C:17]=2[CH2:16][CH2:15][CH2:14]1. (5) The product is: [CH3:1][C:2]1[CH:6]=[C:5]([C:7](=[O:9])[CH3:8])[O:4][N:3]=1. Given the reactants [CH3:1][C:2]1[CH:6]=[C:5]([CH:7]([OH:9])[CH3:8])[O:4][N:3]=1.[Na+].[Cl-], predict the reaction product. (6) Given the reactants [CH3:1][O:2][C:3](=[O:12])[C:4]1[CH:9]=[C:8]([Cl:10])[CH:7]=[C:6]([NH2:11])[CH:5]=1.[CH3:13][S:14](Cl)(=[O:16])=[O:15].N1C=CC=CC=1, predict the reaction product. The product is: [CH3:1][O:2][C:3](=[O:12])[C:4]1[CH:5]=[C:6]([NH:11][S:14]([CH3:13])(=[O:16])=[O:15])[CH:7]=[C:8]([Cl:10])[CH:9]=1. (7) Given the reactants [N+:1]([C:4]1[CH:5]=[CH:6][C:7]([CH3:23])=[C:8]([NH:10][C:11]2[N:16]=[C:15]([C:17]3[CH:18]=[N:19][CH:20]=[CH:21][CH:22]=3)[CH:14]=[CH:13][N:12]=2)[CH:9]=1)([O-])=O.NC1C=CC(C)=C(NC2C=C(C3C=NC=CC=3)C=CN=2)C=1.NN, predict the reaction product. The product is: [NH2:1][C:4]1[CH:5]=[CH:6][C:7]([CH3:23])=[C:8]([NH:10][C:11]2[N:16]=[C:15]([C:17]3[CH:18]=[N:19][CH:20]=[CH:21][CH:22]=3)[CH:14]=[CH:13][N:12]=2)[CH:9]=1. (8) Given the reactants O=[C:2]([CH2:9][C:10]([O:12][CH2:13][CH3:14])=[O:11])[CH2:3][C:4]([O:6][CH2:7][CH3:8])=[O:5].[CH3:15]OC(OC)N(C)C.[C:23]([S:26][CH3:27])(=[NH:25])[NH2:24], predict the reaction product. The product is: [CH2:7]([O:6][C:4](=[O:5])[CH2:3][C:2]1[C:9]([C:10]([O:12][CH2:13][CH3:14])=[O:11])=[CH:15][N:24]=[C:23]([S:26][CH3:27])[N:25]=1)[CH3:8].